Dataset: HIV replication inhibition screening data with 41,000+ compounds from the AIDS Antiviral Screen. Task: Binary Classification. Given a drug SMILES string, predict its activity (active/inactive) in a high-throughput screening assay against a specified biological target. (1) The drug is CCCCCCCN=c1ssc(=O)n1CCCCCCC. The result is 0 (inactive). (2) The compound is CCCCC(C(=O)C(=O)Nc1ccc(C)cc1C)C(=O)C(C)C. The result is 0 (inactive). (3) The drug is O=C(C1OC1c1ccc(Cl)cc1)C12CC3CC(CC(C3)C1)C2. The result is 0 (inactive). (4) The molecule is Cc1cn(C2CC3OP(C)(=O)OCC3O2)c(=O)[nH]c1=O. The result is 1 (active). (5) The molecule is Nc1nc(O)c(CCCCc2ccccc2)c(C[PH](c2ccccc2)(c2ccccc2)c2ccccc2)n1. The result is 0 (inactive). (6) The molecule is CC(=O)N(O)CCCCCNC(=O)CCC(=O)N(O)CCCCCNC(=O)CCC(=O)N(O)CCCCCN.CS(=O)(=O)O. The result is 0 (inactive). (7) The drug is N#CCCN(CCN(CCN(C(=O)Nc1ccccc1)c1ccccc1)C(=O)Nc1ccccc1)C(=O)Nc1ccccc1. The result is 0 (inactive). (8) The drug is CN(C)C12CCCCCCC1S(=O)(=O)C2. The result is 0 (inactive).